From a dataset of Forward reaction prediction with 1.9M reactions from USPTO patents (1976-2016). Predict the product of the given reaction. (1) Given the reactants Cl[C:2]1[C:14]2[C:13]3[CH:12]=[CH:11][C:10]([Cl:15])=[CH:9][C:8]=3[NH:7][C:6]=2[C:5]([C:16]#[N:17])=[CH:4][N:3]=1.C1C=CC(P(C2C(C3C(P(C4C=CC=CC=4)C4C=CC=CC=4)=CC=C4C=3C=CC=C4)=C3C(C=CC=C3)=CC=2)C2C=CC=CC=2)=CC=1.CC([O-])(C)C.[Na+].[CH3:70][C@H:71]1[C@H:80]([NH2:81])[CH2:79][CH2:78][C:73]2([O:77][CH2:76][CH2:75][O:74]2)[CH2:72]1, predict the reaction product. The product is: [Cl:15][C:10]1[CH:11]=[CH:12][C:13]2[C:14]3[C:2]([NH:81][C@@H:80]4[CH2:79][CH2:78][C:73]5([O:74][CH2:75][CH2:76][O:77]5)[CH2:72][C@H:71]4[CH3:70])=[N:3][CH:4]=[C:5]([C:16]#[N:17])[C:6]=3[NH:7][C:8]=2[CH:9]=1. (2) Given the reactants C(O[CH:4](OCC)[CH2:5][S:6][C:7]1[CH:12]=[CH:11][C:10]([F:13])=[CH:9][CH:8]=1)C, predict the reaction product. The product is: [F:13][C:10]1[CH:9]=[CH:8][C:7]2[S:6][CH:5]=[CH:4][C:12]=2[CH:11]=1. (3) Given the reactants [OH:1][CH:2]([CH2:5][CH2:6][C:7]1[CH:12]=[CH:11][CH:10]=[CH:9][CH:8]=1)[C:3]#[N:4].NCC(O)CC(C)C.[H-].[H-].[H-].[H-].[Li+].[Al+3].[OH-].[Na+], predict the reaction product. The product is: [NH2:4][CH2:3][CH:2]([OH:1])[CH2:5][CH2:6][C:7]1[CH:8]=[CH:9][CH:10]=[CH:11][CH:12]=1. (4) Given the reactants [C:1](Cl)(Cl)=[S:2].[NH2:5][C:6]1[C:7]([OH:21])=[N:8][C:9]([CH2:13][C:14]2[CH:19]=[CH:18][C:17]([Cl:20])=[CH:16][CH:15]=2)=[N:10][C:11]=1[OH:12].C(=O)([O-])[O-].[K+].[K+].O, predict the reaction product. The product is: [Cl:20][C:17]1[CH:18]=[CH:19][C:14]([CH2:13][C:9]2[N:8]=[C:7]([OH:21])[C:6]3[N:5]=[C:1]([SH:2])[O:12][C:11]=3[N:10]=2)=[CH:15][CH:16]=1. (5) Given the reactants C(OC([N:8]1[CH2:13][CH2:12][N:11]([C:14]2[N:22]([CH2:23][C:24]3[CH:29]=[CH:28][CH:27]=[CH:26][CH:25]=3)[C:21]3[C:20](=[O:30])[NH:19][C:18](=[O:31])[N:17]([CH3:32])[C:16]=3[C:15]=2[C:33]#[N:34])[CH2:10][CH2:9]1)=O)(C)(C)C.IC.[C:37](=O)([O-])[O-].[K+].[K+].C(O)(C(F)(F)F)=O.C(Cl)[Cl:51], predict the reaction product. The product is: [ClH:51].[CH3:32][N:17]1[C:16]2[C:15]([C:33]#[N:34])=[C:14]([N:11]3[CH2:12][CH2:13][NH:8][CH2:9][CH2:10]3)[N:22]([CH2:23][C:24]3[CH:25]=[CH:26][CH:27]=[CH:28][CH:29]=3)[C:21]=2[C:20](=[O:30])[N:19]([CH3:37])[C:18]1=[O:31]. (6) Given the reactants [NH2:1][C:2]1[CH:3]=[C:4]([CH:18]=[C:19](Br)[CH:20]=1)[C:5]([NH:7][CH2:8][CH2:9][O:10][CH2:11][CH2:12][O:13][CH2:14][CH2:15][O:16][CH3:17])=[O:6].C(N(CC)CC)C.[C:29]([Si:31]([CH:38]([CH3:40])[CH3:39])([CH:35]([CH3:37])[CH3:36])[CH:32]([CH3:34])[CH3:33])#[CH:30], predict the reaction product. The product is: [NH2:1][C:2]1[CH:3]=[C:4]([CH:18]=[C:19]([C:30]#[C:29][Si:31]([CH:32]([CH3:34])[CH3:33])([CH:38]([CH3:40])[CH3:39])[CH:35]([CH3:37])[CH3:36])[CH:20]=1)[C:5]([NH:7][CH2:8][CH2:9][O:10][CH2:11][CH2:12][O:13][CH2:14][CH2:15][O:16][CH3:17])=[O:6]. (7) Given the reactants [Br:1][C:2]1[CH:7]=[C:6]([F:8])[CH:5]=[CH:4][C:3]=1[N+:9]([O-])=O.[CH:12]([Mg]Br)=[CH2:13].[NH4+].[Cl-], predict the reaction product. The product is: [Br:1][C:2]1[CH:7]=[C:6]([F:8])[CH:5]=[C:4]2[C:3]=1[NH:9][CH:13]=[CH:12]2. (8) Given the reactants [Cl:1][C:2]1[CH:3]=[CH:4][CH:5]=[C:6]2[C:11]=1[N:10]=[C:9]([C:12]1[CH:17]=[CH:16][CH:15]=[CH:14][C:13]=1[C:18]([F:21])([F:20])[F:19])[C:8]([CH:22]=[O:23])=[CH:7]2.[BH4-].[Na+], predict the reaction product. The product is: [Cl:1][C:2]1[CH:3]=[CH:4][CH:5]=[C:6]2[C:11]=1[N:10]=[C:9]([C:12]1[CH:17]=[CH:16][CH:15]=[CH:14][C:13]=1[C:18]([F:19])([F:20])[F:21])[C:8]([CH2:22][OH:23])=[CH:7]2. (9) Given the reactants [NH2:1][CH2:2][CH2:3][CH2:4][C@H:5]([NH:9][C:10]([C:12]1[C:13](=[O:27])[N:14]([CH2:18][C:19]2[CH:24]=[C:23]([Cl:25])[CH:22]=[C:21]([Cl:26])[CH:20]=2)[CH:15]=[CH:16][CH:17]=1)=[O:11])[C:6]([OH:8])=[O:7].[C:28]([OH:34])([C:30]([F:33])([F:32])[F:31])=[O:29].C(O)C.Cl.[C:39](=[NH:44])(OCC)[CH3:40], predict the reaction product. The product is: [Cl:26][C:21]1[CH:20]=[C:19]([CH:24]=[C:23]([Cl:25])[CH:22]=1)[CH2:18][N:14]1[CH:15]=[CH:16][CH:17]=[C:12]([C:10]([NH:9][C@@H:5]([CH2:4][CH2:3][CH2:2][NH:1][C:39](=[NH:44])[CH3:40])[C:6]([OH:8])=[O:7])=[O:11])[C:13]1=[O:27].[C:28]([OH:34])([C:30]([F:33])([F:32])[F:31])=[O:29]. (10) Given the reactants [O:1]1[CH2:6][CH:5]=[C:4]([C:7]2[CH:12]=[C:11]([C:13](OC)=[O:14])[CH:10]=[CH:9][C:8]=2[C:17]2[CH:22]=[C:21]([O:23][CH3:24])[CH:20]=[CH:19][C:18]=2[F:25])[CH2:3][CH2:2]1.[H-].[H-].[H-].[H-].[Li+].[Al+3].[OH-].[Na+], predict the reaction product. The product is: [O:1]1[CH2:2][CH:3]=[C:4]([C:7]2[CH:12]=[C:11]([CH2:13][OH:14])[CH:10]=[CH:9][C:8]=2[C:17]2[CH:22]=[C:21]([O:23][CH3:24])[CH:20]=[CH:19][C:18]=2[F:25])[CH2:5][CH2:6]1.